Dataset: Full USPTO retrosynthesis dataset with 1.9M reactions from patents (1976-2016). Task: Predict the reactants needed to synthesize the given product. (1) Given the product [Cl:7][C:8]1[CH:13]=[CH:12][C:11]([O:14][C@@H:34]([CH3:35])[CH2:33][CH2:32][O:31][C:28]2[CH:29]=[CH:30][C:25]([CH2:24][CH2:23][C:22]([OH:21])=[O:41])=[C:26]([CH3:1])[CH:27]=2)=[C:10]([C:15]2[N:16]=[CH:17][S:18][CH:19]=2)[CH:9]=1, predict the reactants needed to synthesize it. The reactants are: [C:1](=O)([O-])[O-].[Cs+].[Cs+].[Cl:7][C:8]1[CH:13]=[CH:12][C:11]([OH:14])=[C:10]([C:15]2[N:16]=[CH:17][S:18][CH:19]=2)[CH:9]=1.C[O:21][C:22](=[O:41])[CH2:23][CH2:24][C:25]1[CH:30]=[CH:29][C:28]([O:31][CH2:32][CH2:33][C@@H:34](OS(C)(=O)=O)[CH3:35])=[CH:27][CH:26]=1.[OH-].[Na+].Cl. (2) The reactants are: [CH:1]1([S:4]([C:7]2[CH:12]=[CH:11][C:10]([CH:13]([O:17][C@@H:18]3[CH2:22][CH2:21][O:20][CH2:19]3)[C:14](O)=[O:15])=[CH:9][CH:8]=2)(=[O:6])=[O:5])[CH2:3][CH2:2]1.[CH3:23][O:24][C:25](=[O:39])[C:26]1[CH:31]=[CH:30][C:29]([O:32][C:33]2[S:37][C:36]([NH2:38])=[N:35][CH:34]=2)=[CH:28][CH:27]=1.C1C=CC2N(O)N=NC=2C=1.CCN=C=NCCCN(C)C.CN1CCOCC1. Given the product [CH3:23][O:24][C:25](=[O:39])[C:26]1[CH:27]=[CH:28][C:29]([O:32][C:33]2[S:37][C:36]([NH:38][C:14](=[O:15])[CH:13]([C:10]3[CH:9]=[CH:8][C:7]([S:4]([CH:1]4[CH2:3][CH2:2]4)(=[O:6])=[O:5])=[CH:12][CH:11]=3)[O:17][C@@H:18]3[CH2:22][CH2:21][O:20][CH2:19]3)=[N:35][CH:34]=2)=[CH:30][CH:31]=1, predict the reactants needed to synthesize it. (3) Given the product [Cl:1][CH2:2][CH2:3][CH2:4][O:5][CH2:6][CH2:7][C:8]1[CH:9]=[CH:10][C:11]([O:14][C:24](=[O:25])[C:23]([CH3:28])([CH3:27])[CH3:22])=[CH:12][CH:13]=1, predict the reactants needed to synthesize it. The reactants are: [Cl:1][CH2:2][CH2:3][CH2:4][O:5][CH2:6][CH2:7][C:8]1[CH:13]=[CH:12][C:11]([OH:14])=[CH:10][CH:9]=1.C(N(CC)CC)C.[CH3:22][C:23]([CH3:28])([CH3:27])[C:24](Cl)=[O:25].O. (4) The reactants are: C(OC([N:8]1[CH2:13][CH:12]=[C:11]([C:14]2[CH:19]=[C:18]([C:20]#[N:21])[CH:17]=[CH:16][C:15]=2[CH:22]2[C:27]3[C:28](=[O:31])[CH2:29][CH2:30][C:26]=3[N:25]([C:32]3[CH:37]=[CH:36][N:35]=[C:34]([C:38]([F:41])([F:40])[F:39])[CH:33]=3)[C:24](=[O:42])[N:23]2[CH3:43])[CH2:10][CH2:9]1)=O)(C)(C)C. Given the product [CH3:43][N:23]1[CH:22]([C:15]2[CH:16]=[CH:17][C:18]([C:20]#[N:21])=[CH:19][C:14]=2[C:11]2[CH2:12][CH2:13][NH:8][CH2:9][CH:10]=2)[C:27]2[C:28](=[O:31])[CH2:29][CH2:30][C:26]=2[N:25]([C:32]2[CH:37]=[CH:36][N:35]=[C:34]([C:38]([F:41])([F:40])[F:39])[CH:33]=2)[C:24]1=[O:42], predict the reactants needed to synthesize it.